Task: Predict the reactants needed to synthesize the given product.. Dataset: Retrosynthesis with 50K atom-mapped reactions and 10 reaction types from USPTO (1) The reactants are: O=C(Cl)c1ccccc1.O=C1CCC(OC2CCCC2)N1. Given the product O=C1CCC(OC2CCCC2)N1C(=O)c1ccccc1, predict the reactants needed to synthesize it. (2) The reactants are: CC(C)(C)N1C(=O)C(Cl)=C(c2ccccc2)S1(=O)=O.Nc1ccc(N2CCCCCC2)cc1. Given the product CC(C)(C)N1C(=O)C(Nc2ccc(N3CCCCCC3)cc2)=C(c2ccccc2)S1(=O)=O, predict the reactants needed to synthesize it. (3) Given the product COc1ccc(CN(CC(=O)O)S(=O)(=O)c2ccc(OCCCCF)cc2)cc1, predict the reactants needed to synthesize it. The reactants are: COC(=O)CN(Cc1ccc(OC)cc1)S(=O)(=O)c1ccc(OCCCCF)cc1. (4) Given the product Nc1c(F)c(N2CCNCC2)c(Cl)c2c1c(=O)c(C(=O)O)cn2C1CC1, predict the reactants needed to synthesize it. The reactants are: C1CNCCN1.Nc1c(F)c(F)c(Cl)c2c1c(=O)c(C(=O)O)cn2C1CC1.